This data is from Aqueous solubility values for 9,982 compounds from the AqSolDB database. The task is: Regression/Classification. Given a drug SMILES string, predict its absorption, distribution, metabolism, or excretion properties. Task type varies by dataset: regression for continuous measurements (e.g., permeability, clearance, half-life) or binary classification for categorical outcomes (e.g., BBB penetration, CYP inhibition). For this dataset (solubility_aqsoldb), we predict Y. The compound is CCC(CO)(CO)[N+](=O)[O-]. The Y is 0.826 log mol/L.